This data is from Reaction yield outcomes from USPTO patents with 853,638 reactions. The task is: Predict the reaction yield, written as a fraction of the theoretical maximum amount of product (1.0 means a 100% yield; for example, 0.34 means a 34% yield). (1) The reactants are [CH2:1]([N:8]([C:20]1[C:25]([Cl:26])=[CH:24][C:23]([C:27]([F:30])([F:29])[F:28])=[CH:22][N:21]=1)[S:9]([C:12]1[CH:13]=[N:14][C:15]([O:18]C)=[CH:16][CH:17]=1)(=[O:11])=[O:10])[C:2]1[CH:7]=[CH:6][CH:5]=[CH:4][CH:3]=1.Cl. The catalyst is O1CCOCC1. The product is [CH2:1]([N:8]([C:20]1[C:25]([Cl:26])=[CH:24][C:23]([C:27]([F:30])([F:28])[F:29])=[CH:22][N:21]=1)[S:9]([C:12]1[CH:13]=[N:14][C:15]([OH:18])=[CH:16][CH:17]=1)(=[O:10])=[O:11])[C:2]1[CH:7]=[CH:6][CH:5]=[CH:4][CH:3]=1. The yield is 0.710. (2) The reactants are [Cl:1][C:2]1[N:7]=[N:6][C:5]([C:8]([OH:10])=O)=[CH:4][CH:3]=1.C(Cl)(=O)C([Cl:14])=O. The catalyst is ClCCl.CN(C=O)C. The product is [Cl:1][C:2]1[N:7]=[N:6][C:5]([C:8]([Cl:14])=[O:10])=[CH:4][CH:3]=1. The yield is 0.880. (3) The reactants are F[C:2]1[CH:3]=[C:4]2[C:9](=[CH:10][C:11]=1[N+:12]([O-:14])=[O:13])[NH:8][C:7](=[O:15])[N:6]([NH:16][S:17]([CH3:20])(=[O:19])=[O:18])[C:5]2=[O:21].[C:22]1([C:28]2[N:29]=[CH:30][NH:31][CH:32]=2)[CH:27]=[CH:26][CH:25]=[CH:24][CH:23]=1.CS(C)=O.C(OCC)(=O)C. The catalyst is O. The product is [N+:12]([C:11]1[CH:10]=[C:9]2[C:4]([C:5](=[O:21])[N:6]([NH:16][S:17]([CH3:20])(=[O:19])=[O:18])[C:7](=[O:15])[NH:8]2)=[CH:3][C:2]=1[N:31]1[CH:32]=[C:28]([C:22]2[CH:27]=[CH:26][CH:25]=[CH:24][CH:23]=2)[N:29]=[CH:30]1)([O-:14])=[O:13]. The yield is 0.770. (4) The reactants are [CH2:1]([O:8][C:9]([NH:11][C:12]1[C:13]([C:23]([O:25]CC)=[O:24])=[N:14][C:15]2[C:20]([CH:21]=1)=[CH:19][CH:18]=[C:17]([Br:22])[CH:16]=2)=[O:10])[C:2]1[CH:7]=[CH:6][CH:5]=[CH:4][CH:3]=1.[O-]P([O-])([O-])=O.[K+].[K+].[K+].O1CCOCC1.CC(O)=O. The catalyst is O. The product is [CH2:1]([O:8][C:9]([NH:11][C:12]1[C:13]([C:23]([OH:25])=[O:24])=[N:14][C:15]2[C:20]([CH:21]=1)=[CH:19][CH:18]=[C:17]([Br:22])[CH:16]=2)=[O:10])[C:2]1[CH:7]=[CH:6][CH:5]=[CH:4][CH:3]=1. The yield is 0.760.